From a dataset of Full USPTO retrosynthesis dataset with 1.9M reactions from patents (1976-2016). Predict the reactants needed to synthesize the given product. Given the product [CH3:11][C:10]([CH3:13])([CH3:12])[C@H:9]([NH:8][C:6](=[O:7])[O:5][C:1]([CH3:4])([CH3:3])[CH3:2])[C:14]1[NH:15][C:16]([C:19]2[CH:24]=[CH:23][C:22]([C:25]3[CH:26]=[CH:27][C:28]([C:31]4[NH:35][C:34]([C@@H:36]5[CH2:40][CH2:39][CH2:38][NH:37]5)=[N:33][CH:32]=4)=[CH:29][CH:30]=3)=[CH:21][CH:20]=2)=[CH:17][N:18]=1, predict the reactants needed to synthesize it. The reactants are: [C:1]([O:5][C:6]([NH:8][C@H:9]([C:14]1[NH:15][C:16]([C:19]2[CH:24]=[CH:23][C:22]([C:25]3[CH:30]=[CH:29][C:28]([C:31]4[NH:35][C:34]([C@@H:36]5[CH2:40][CH2:39][CH2:38][N:37]5C(OCC5C=CC=CC=5)=O)=[N:33][CH:32]=4)=[CH:27][CH:26]=3)=[CH:21][CH:20]=2)=[CH:17][N:18]=1)[C:10]([CH3:13])([CH3:12])[CH3:11])=[O:7])([CH3:4])([CH3:3])[CH3:2].C([O-])([O-])=O.[K+].[K+].